This data is from Catalyst prediction with 721,799 reactions and 888 catalyst types from USPTO. The task is: Predict which catalyst facilitates the given reaction. (1) Reactant: N1(C2SC(C(N)=O)=C(OCC3C=CC=CC=3C(F)(F)F)N=2)C2C=CC=CC=2N=C1.Cl[C:31]1[S:32][C:33]([C:48]([NH2:50])=[O:49])=[C:34]([O:36][CH2:37][C:38]2[CH:43]=[CH:42][CH:41]=[CH:40][C:39]=2[C:44]([F:47])([F:46])[F:45])[N:35]=1.[CH3:51][C:52]1[C:60]([CH3:61])=[CH:59][C:55]2[N:56]=[CH:57][NH:58][C:54]=2[CH:53]=1.C([O-])([O-])=O.[K+].[K+]. Product: [CH3:51][C:52]1[C:60]([CH3:61])=[CH:59][C:55]2[N:56]([C:31]3[S:32][C:33]([C:48]([NH2:50])=[O:49])=[C:34]([O:36][CH2:37][C:38]4[CH:43]=[CH:42][CH:41]=[CH:40][C:39]=4[C:44]([F:47])([F:46])[F:45])[N:35]=3)[CH:57]=[N:58][C:54]=2[CH:53]=1. The catalyst class is: 3. (2) Reactant: [I:1][CH2:2][C:3]([NH2:5])=[O:4].[O:6]1[CH:10]2[O:11][CH2:12][CH2:13][N:9]2[CH2:8][CH2:7]1. Product: [I-:1].[NH2:5][C:3](=[O:4])[CH2:2][N+:9]12[CH2:13][CH2:12][O:11][CH:10]1[O:6][CH2:7][CH2:8]2. The catalyst class is: 5. (3) Reactant: [Cl:1][C:2]1[CH:7]=[CH:6][C:5]([CH:8]2[CH2:13][C:12](=[O:14])[N:11]([CH3:15])[C:10]([CH3:16])=[C:9]2[C:17]([O:19]C)=[O:18])=[CH:4][CH:3]=1.[OH-].[Na+].O.CCOC(C)=O. Product: [Cl:1][C:2]1[CH:3]=[CH:4][C:5]([CH:8]2[CH2:13][C:12](=[O:14])[N:11]([CH3:15])[C:10]([CH3:16])=[C:9]2[C:17]([OH:19])=[O:18])=[CH:6][CH:7]=1. The catalyst class is: 5. (4) Reactant: [H-].[Na+].[CH3:3][CH2:4][O:5][C:6]([CH:8](P(OCC)(OCC)=O)[CH3:9])=[O:7].[CH:18]([C:21]1[CH:28]=[CH:27][C:24]([CH:25]=O)=[CH:23][CH:22]=1)([CH3:20])[CH3:19].O. Product: [CH:18]([C:21]1[CH:28]=[CH:27][C:24]([CH:25]=[C:8]([CH3:9])[C:6]([O:5][CH2:4][CH3:3])=[O:7])=[CH:23][CH:22]=1)([CH3:20])[CH3:19]. The catalyst class is: 3. (5) Reactant: N[C:2]1[CH:7]=[C:6]([CH3:8])[C:5]([Br:9])=[C:4]([CH3:10])[N:3]=1.N([O-])=[O:12].[Na+]. Product: [Br:9][C:5]1[C:6]([CH3:8])=[CH:7][C:2]([OH:12])=[N:3][C:4]=1[CH3:10]. The catalyst class is: 445.